This data is from Reaction yield outcomes from USPTO patents with 853,638 reactions. The task is: Predict the reaction yield, written as a fraction of the theoretical maximum amount of product (1.0 means a 100% yield; for example, 0.34 means a 34% yield). (1) The reactants are [OH:1][C:2]1[CH:3]=[CH:4][C:5]2[C:9]([C:10]([C:12]3[CH:40]=[CH:39][C:15]([O:16][CH2:17][CH2:18][CH2:19][CH2:20][CH2:21][C:22]([CH2:29][CH2:30][CH2:31][C:32]([F:38])([F:37])[C:33]([F:36])([F:35])[F:34])(C(O)=O)[C:23]([OH:25])=[O:24])=[CH:14][CH:13]=3)=[O:11])=[C:8]([C:41]3[CH:46]=[CH:45][C:44]([OH:47])=[CH:43][CH:42]=3)[S:7][C:6]=2[CH:48]=1. The catalyst is CS(C)=O.O. The product is [OH:1][C:2]1[CH:3]=[CH:4][C:5]2[C:9]([C:10]([C:12]3[CH:40]=[CH:39][C:15]([O:16][CH2:17][CH2:18][CH2:19][CH2:20][CH2:21][CH:22]([CH2:29][CH2:30][CH2:31][C:32]([F:38])([F:37])[C:33]([F:34])([F:35])[F:36])[C:23]([OH:25])=[O:24])=[CH:14][CH:13]=3)=[O:11])=[C:8]([C:41]3[CH:42]=[CH:43][C:44]([OH:47])=[CH:45][CH:46]=3)[S:7][C:6]=2[CH:48]=1. The yield is 0.710. (2) The reactants are Br[C:2]1[CH:3]=[N:4][CH:5]=[C:6]([O:8][CH:9]([CH3:11])[CH3:10])[CH:7]=1.[CH3:12][N:13](C(OC(C)(C)C)=O)[C@H:14]([CH2:16][CH:17]=[CH2:18])[CH3:15].C([O-])([O-])=O.[K+].[K+].[OH:32][C:33]1[CH:41]=[CH:40][C:36]([C:37]([OH:39])=[O:38])=[CH:35][CH:34]=1. The catalyst is C([O-])(=O)C.[Pd+2].C([O-])(=O)C.C1(C)C=CC=CC=1P(C1C=CC=CC=1C)C1C=CC=CC=1C.CN(C=O)C. The product is [OH:32][C:33]1[CH:41]=[CH:40][C:36]([C:37]([OH:39])=[O:38])=[CH:35][CH:34]=1.[CH3:12][NH:13][C@H:14]([CH2:16]/[CH:17]=[CH:18]/[C:2]1[CH:3]=[N:4][CH:5]=[C:6]([O:8][CH:9]([CH3:11])[CH3:10])[CH:7]=1)[CH3:15]. The yield is 0.616.